From a dataset of Reaction yield outcomes from USPTO patents with 853,638 reactions. Predict the reaction yield, written as a fraction of the theoretical maximum amount of product (1.0 means a 100% yield; for example, 0.34 means a 34% yield). (1) The reactants are [CH2:1]1[C:10]2[C:5](=[CH:6][CH:7]=[CH:8][CH:9]=2)[CH2:4][CH2:3][N:2]1[CH2:11][CH2:12][CH2:13][CH2:14][O:15][C:16]1[N:25]=[C:24]2[C:19]([CH2:20][CH2:21][C:22](=[O:26])[NH:23]2)=[CH:18][CH:17]=1.[F:27][C:28]([F:40])([F:39])C1C=CC=C2C=1CCNC2. No catalyst specified. The product is [F:27][C:28]([F:40])([F:39])[C:6]1[CH:7]=[CH:8][CH:9]=[C:10]2[C:5]=1[CH2:4][CH2:3][N:2]([CH2:11][CH2:12][CH2:13][CH2:14][O:15][C:16]1[N:25]=[C:24]3[C:19]([CH2:20][CH2:21][C:22](=[O:26])[NH:23]3)=[CH:18][CH:17]=1)[CH2:1]2. The yield is 0.360. (2) The reactants are [NH2:1][C:2]1[N:3]=[CH:4][C:5]([C:17]2[N:21]([CH3:22])[N:20]=[C:19]([CH:23]3[CH2:28][CH2:27][N:26](C(OC(C)(C)C)=O)[CH2:25][CH2:24]3)[N:18]=2)=[N:6][C:7]=1[C:8]1[O:9][C:10]([C:13]([CH3:16])([CH3:15])[CH3:14])=[N:11][N:12]=1. The catalyst is C(O)(C(F)(F)F)=O.C(Cl)Cl. The product is [C:13]([C:10]1[O:9][C:8]([C:7]2[C:2]([NH2:1])=[N:3][CH:4]=[C:5]([C:17]3[N:21]([CH3:22])[N:20]=[C:19]([CH:23]4[CH2:24][CH2:25][NH:26][CH2:27][CH2:28]4)[N:18]=3)[N:6]=2)=[N:12][N:11]=1)([CH3:16])([CH3:14])[CH3:15]. The yield is 0.860. (3) The yield is 0.880. The catalyst is CN(C=O)C.CCOC(C)=O. The reactants are O[C:2]1[C:3]([OH:12])=[C:4]([C:7]([CH2:10][CH3:11])=[CH:8][CH:9]=1)[CH:5]=[O:6].[CH2:13](Cl)[C:14]1[CH:19]=[CH:18][CH:17]=[CH:16][CH:15]=1.[C:21]([O-:24])([O-])=O.[K+].[K+]. The product is [CH2:13]([O:12][C:3]1[CH:2]=[C:9]([O:24][CH2:21][C:2]2[CH:3]=[CH:4][CH:7]=[CH:8][CH:9]=2)[CH:8]=[C:7]([CH2:10][CH3:11])[C:4]=1[CH:5]=[O:6])[C:14]1[CH:19]=[CH:18][CH:17]=[CH:16][CH:15]=1. (4) The reactants are [N+:1]([C:4]1[CH:5]=[C:6]([NH:10][CH2:11][C:12]2[CH:17]=[CH:16][CH:15]=[C:14]([O:18][C:19]([F:24])([F:23])[CH:20]([F:22])[F:21])[CH:13]=2)[CH:7]=[CH:8][CH:9]=1)([O-:3])=[O:2].[F:25][C:26]([F:31])([F:30])[CH:27]1[O:29][CH2:28]1.FC(F)(F)S([O-])(=O)=O.[Yb+3].FC(F)(F)S([O-])(=O)=O.FC(F)(F)S([O-])(=O)=O. The catalyst is C(#N)C. The product is [N+:1]([C:4]1[CH:5]=[C:6]([N:10]([CH2:11][C:12]2[CH:17]=[CH:16][CH:15]=[C:14]([O:18][C:19]([F:23])([F:24])[CH:20]([F:21])[F:22])[CH:13]=2)[CH2:28][CH:27]([OH:29])[C:26]([F:31])([F:30])[F:25])[CH:7]=[CH:8][CH:9]=1)([O-:3])=[O:2]. The yield is 0.450. (5) The product is [CH:3]1[C:2]2[C:7](=[CH:37][CH:38]=[CH:39][CH:40]=2)[CH:6]=[CH:5][C:4]=1[C:9]1([CH:10]=[O:32])[CH2:18][CH2:17][CH2:16][CH2:15][CH2:14]1. No catalyst specified. The reactants are Cl[C:2]1[CH:3]=[C:4]([C:9]23[CH2:18][CH2:17][CH2:16][CH2:15][CH:14]2OCN(C)[CH2:10]3)[CH:5]=[CH:6][C:7]=1Cl.[H-].C([Al+]CC(C)C)C(C)C.CC[O:32]C(C)=O.Cl.[C:37]1(C)C=C[CH:40]=[CH:39][CH:38]=1. The yield is 0.890. (6) The reactants are [Cl:1][C:2]1[CH:3]=[CH:4][C:5]2[N:6]([CH:8]=[C:9]([NH:11][C:12]([C:14]3[CH:19]=[CH:18][C:17]([C:20]4([C:23]([O:25]C)=[O:24])[CH2:22][CH2:21]4)=[CH:16][CH:15]=3)=[O:13])[N:10]=2)[CH:7]=1.[OH-].[K+]. The catalyst is O1CCCC1.C(O)C. The product is [Cl:1][C:2]1[CH:3]=[CH:4][C:5]2[N:6]([CH:8]=[C:9]([NH:11][C:12]([C:14]3[CH:19]=[CH:18][C:17]([C:20]4([C:23]([OH:25])=[O:24])[CH2:21][CH2:22]4)=[CH:16][CH:15]=3)=[O:13])[N:10]=2)[CH:7]=1. The yield is 0.798. (7) The reactants are [CH3:1][C:2]([CH3:31])([CH3:30])[CH2:3][C:4]([NH:6][C:7]1[C:8]([CH3:29])=[C:9](B(O)O)[C:10]2[O:14][CH2:13][CH:12]([C:15]3[CH:20]=[CH:19][C:18]([CH:21]([CH3:23])[CH3:22])=[CH:17][CH:16]=3)[C:11]=2[C:24]=1[CH3:25])=[O:5].[C:32]([C:35]1[S:36][C:37](Br)=[CH:38][CH:39]=1)(=[O:34])[CH3:33]. The catalyst is CCCCCC.C(OCC)(=O)C. The product is [C:32]([C:35]1[S:36][C:37]([C:9]2[C:10]3[O:14][CH2:13][CH:12]([C:15]4[CH:20]=[CH:19][C:18]([CH:21]([CH3:22])[CH3:23])=[CH:17][CH:16]=4)[C:11]=3[C:24]([CH3:25])=[C:7]([NH:6][C:4](=[O:5])[CH2:3][C:2]([CH3:1])([CH3:30])[CH3:31])[C:8]=2[CH3:29])=[CH:38][CH:39]=1)(=[O:34])[CH3:33]. The yield is 0.650. (8) The reactants are [C:1]([C:3]1[CH:8]=[CH:7][CH:6]=[CH:5][C:4]=1[C:9]1[CH:14]=[CH:13][C:12]([CH2:15][C:16]2[C:17](=[O:39])[N:18]([C@H:28]3[CH2:33][CH2:32][C@H:31]([O:34][CH2:35][C:36](O)=[O:37])[CH2:30][CH2:29]3)[C:19]3[N:20]([N:25]=[CH:26][N:27]=3)[C:21]=2[CH2:22][CH2:23][CH3:24])=[CH:11][CH:10]=1)#[N:2].[NH:40]([C:42]([O:44][C:45]([CH3:48])([CH3:47])[CH3:46])=[O:43])[NH2:41].Cl.C(N=C=NCCCN(C)C)C.ON1C2C=CC=CC=2N=N1. The catalyst is O.C(OCC)(=O)C.CN(C=O)C. The product is [C:1]([C:3]1[CH:8]=[CH:7][CH:6]=[CH:5][C:4]=1[C:9]1[CH:14]=[CH:13][C:12]([CH2:15][C:16]2[C:17](=[O:39])[N:18]([C@H:28]3[CH2:29][CH2:30][C@H:31]([O:34][CH2:35][C:36]([NH:41][NH:40][C:42]([O:44][C:45]([CH3:48])([CH3:47])[CH3:46])=[O:43])=[O:37])[CH2:32][CH2:33]3)[C:19]3[N:20]([N:25]=[CH:26][N:27]=3)[C:21]=2[CH2:22][CH2:23][CH3:24])=[CH:11][CH:10]=1)#[N:2]. The yield is 0.720.